This data is from Reaction yield outcomes from USPTO patents with 853,638 reactions. The task is: Predict the reaction yield, written as a fraction of the theoretical maximum amount of product (1.0 means a 100% yield; for example, 0.34 means a 34% yield). (1) The product is [CH:1]1([CH2:6][C@@H:7]([C:20]([NH:22][NH:23][C:24]2[C:29]([F:30])=[C:28]([N:31]([CH3:40])[CH2:32][CH2:33][C:34]3[CH:39]=[CH:38][N:37]=[CH:36][CH:35]=3)[N:27]=[C:26]([CH3:41])[N:25]=2)=[O:21])[CH2:8][N:9]([OH:12])[CH:10]=[O:11])[CH2:5][CH2:4][CH2:3][CH2:2]1. The reactants are [CH:1]1([CH2:6][C@@H:7]([C:20]([NH:22][NH:23][C:24]2[C:29]([F:30])=[C:28]([N:31]([CH3:40])[CH2:32][CH2:33][C:34]3[CH:39]=[CH:38][N:37]=[CH:36][CH:35]=3)[N:27]=[C:26]([CH3:41])[N:25]=2)=[O:21])[CH2:8][N:9]([O:12]CC2C=CC=CC=2)[CH:10]=[O:11])[CH2:5][CH2:4][CH2:3][CH2:2]1. The catalyst is CO.[Pd].[C]. The yield is 0.960. (2) The reactants are [Cl:1][C:2]1[CH:9]=[C:8]([Cl:10])[CH:7]=[C:6](Cl)[C:3]=1[CH:4]=O.[NH2:12][NH2:13]. The catalyst is O1CCOCC1. The product is [Cl:1][C:2]1[CH:9]=[C:8]([Cl:10])[CH:7]=[C:6]2[C:3]=1[CH:4]=[N:12][NH:13]2. The yield is 0.380.